Dataset: Reaction yield outcomes from USPTO patents with 853,638 reactions. Task: Predict the reaction yield, written as a fraction of the theoretical maximum amount of product (1.0 means a 100% yield; for example, 0.34 means a 34% yield). The reactants are [F:1][C:2]1[CH:7]=[C:6]([I:8])[CH:5]=[CH:4][C:3]=1[NH:9][C:10]1[CH:11]=[N:12][CH:13]=[CH:14][C:15]=1[C:16]([N:18]1[CH2:21][C:20]([C@@H:23]2[CH2:28][CH2:27][CH2:26][CH2:25][N:24]2C(OC(C)(C)C)=O)([OH:22])[CH2:19]1)=[O:17].Cl.[O:37]1CCO[CH2:39][CH2:38]1. The catalyst is CO. The product is [C:38]([O:22][C:20]1([C@@H:23]2[CH2:28][CH2:27][CH2:26][CH2:25][NH:24]2)[CH2:19][N:18]([C:16]([C:15]2[CH:14]=[CH:13][N:12]=[CH:11][C:10]=2[NH:9][C:3]2[CH:4]=[CH:5][C:6]([I:8])=[CH:7][C:2]=2[F:1])=[O:17])[CH2:21]1)(=[O:37])[CH3:39]. The yield is 0.630.